From a dataset of Full USPTO retrosynthesis dataset with 1.9M reactions from patents (1976-2016). Predict the reactants needed to synthesize the given product. Given the product [OH2:4].[OH2:12].[ClH:23].[OH:4][C:3]1[NH:5][CH:9]=[N:1][C:2]=1[C:6]([NH2:8])=[O:7], predict the reactants needed to synthesize it. The reactants are: [NH2:1][CH:2]([C:6]([NH2:8])=[O:7])[C:3]([NH2:5])=[O:4].[CH3:9]C([OH:12])C.C(OCC)(OCC)OCC.[ClH:23].